This data is from Peptide-MHC class II binding affinity with 134,281 pairs from IEDB. The task is: Regression. Given a peptide amino acid sequence and an MHC pseudo amino acid sequence, predict their binding affinity value. This is MHC class II binding data. The peptide sequence is QISGVDLGLPNWGKY. The MHC is DRB3_0101 with pseudo-sequence DRB3_0101. The binding affinity (normalized) is 0.122.